This data is from Catalyst prediction with 721,799 reactions and 888 catalyst types from USPTO. The task is: Predict which catalyst facilitates the given reaction. (1) Reactant: [Br:1][C:2]1[CH:3]=[C:4]2[C:9](=[CH:10][CH:11]=1)[CH2:8][C@@H:7]([NH:12][C:13](=[O:22])[C:14]1[CH:19]=[CH:18][C:17]([O:20][CH3:21])=[CH:16][CH:15]=1)[CH2:6][CH2:5]2.Br. Product: [Br:1][C:2]1[CH:3]=[C:4]2[C:9](=[CH:10][CH:11]=1)[CH2:8][C@@H:7]([NH:12][C:13](=[O:22])[C:14]1[CH:15]=[CH:16][C:17]([O:20][CH3:21])=[CH:18][CH:19]=1)[CH2:6][CH2:5]2.[Br:1][C:2]1[CH:3]=[C:4]2[C:9](=[CH:10][CH:11]=1)[CH2:8][C@H:7]([NH:12][C:13](=[O:22])[C:14]1[CH:15]=[CH:16][C:17]([O:20][CH3:21])=[CH:18][CH:19]=1)[CH2:6][CH2:5]2. The catalyst class is: 15. (2) Reactant: [Cl:1][C:2]1[N:3]=[C:4](Cl)[C:5]2[C:10]([I:11])=[CH:9][N:8]([CH2:12][O:13][CH2:14][CH2:15][Si:16]([CH3:19])([CH3:18])[CH3:17])[C:6]=2[N:7]=1.[N+:21]([C:24]1[CH:25]=[C:26]([OH:30])[CH:27]=[CH:28][CH:29]=1)([O-:23])=[O:22].C([O-])([O-])=O.[K+].[K+]. Product: [Cl:1][C:2]1[N:3]=[C:4]([O:30][C:26]2[CH:27]=[CH:28][CH:29]=[C:24]([N+:21]([O-:23])=[O:22])[CH:25]=2)[C:5]2[C:10]([I:11])=[CH:9][N:8]([CH2:12][O:13][CH2:14][CH2:15][Si:16]([CH3:19])([CH3:18])[CH3:17])[C:6]=2[N:7]=1. The catalyst class is: 3. (3) Reactant: [Br:1][C:2]1[CH:3]=[CH:4][C:5]([S:8](Cl)(=[O:10])=[O:9])=[N:6][CH:7]=1.[NH4+:12].[OH-]. Product: [Br:1][C:2]1[CH:3]=[CH:4][C:5]([S:8]([NH2:12])(=[O:10])=[O:9])=[N:6][CH:7]=1. The catalyst class is: 2. (4) The catalyst class is: 1. Product: [Cl:1][C:2]1[CH:7]=[CH:6][N:5]=[C:4]([F:8])[C:3]=1[CH2:20][CH2:19][CH2:18][Cl:17]. Reactant: [Cl:1][C:2]1[CH:7]=[CH:6][N:5]=[C:4]([F:8])[CH:3]=1.[Li+].CC([N-]C(C)C)C.[Cl:17][CH2:18][CH2:19][CH2:20]I. (5) Reactant: [Cl:1][C:2]1[CH:7]=[C:6]([Cl:8])[CH:5]=[CH:4][C:3]=1[CH:9]1[CH:18]([C:19]([NH:21][CH2:22][CH2:23][C:24]2[CH:25]=[C:26]([CH2:30][C:31]([O:33]CC3C=CC(OC)=CC=3)=[O:32])[CH:27]=[CH:28][CH:29]=2)=[O:20])[C:17]2[C:12](=[CH:13][CH:14]=[CH:15][CH:16]=2)[C:11](=[O:43])[N:10]1[CH:44]1[CH2:49][CH2:48][CH2:47][CH2:46][CH:45]1[OH:50].FC(F)(F)C(O)=O. Product: [Cl:1][C:2]1[CH:7]=[C:6]([Cl:8])[CH:5]=[CH:4][C:3]=1[CH:9]1[CH:18]([C:19]([NH:21][CH2:22][CH2:23][C:24]2[CH:25]=[C:26]([CH2:30][C:31]([OH:33])=[O:32])[CH:27]=[CH:28][CH:29]=2)=[O:20])[C:17]2[C:12](=[CH:13][CH:14]=[CH:15][CH:16]=2)[C:11](=[O:43])[N:10]1[CH:44]1[CH2:49][CH2:48][CH2:47][CH2:46][CH:45]1[OH:50]. The catalyst class is: 344.